This data is from Full USPTO retrosynthesis dataset with 1.9M reactions from patents (1976-2016). The task is: Predict the reactants needed to synthesize the given product. (1) Given the product [CH3:32][O:31][C:29](=[O:30])[NH:25][C:23]1[S:24][C:20]2[CH:19]=[CH:18][CH:17]=[C:16]([O:15][C:11]3[CH:10]=[C:9]([C:6]4[CH:7]=[CH:8][C:3]([C:2]([F:26])([F:1])[F:27])=[CH:4][CH:5]=4)[N:14]=[CH:13][N:12]=3)[C:21]=2[N:22]=1, predict the reactants needed to synthesize it. The reactants are: [F:1][C:2]([F:27])([F:26])[C:3]1[CH:8]=[CH:7][C:6]([C:9]2[N:14]=[CH:13][N:12]=[C:11]([O:15][C:16]3[C:21]4[N:22]=[C:23]([NH2:25])[S:24][C:20]=4[CH:19]=[CH:18][CH:17]=3)[CH:10]=2)=[CH:5][CH:4]=1.Cl[C:29]([O:31][CH3:32])=[O:30]. (2) Given the product [Cl:9][C:5]1[C:6]([CH3:8])=[CH:7][C:2]2[N:1]=[C:28]3[C:26]([N:10]([CH2:11][CH2:12][CH2:13][CH2:14][CH2:15][CH2:16][C:17]([O:19][CH2:20][CH3:21])=[O:18])[C:3]=2[CH:4]=1)=[N:25][C:23](=[O:24])[NH:22][C:30]3=[O:31], predict the reactants needed to synthesize it. The reactants are: [NH2:1][C:2]1[CH:7]=[C:6]([CH3:8])[C:5]([Cl:9])=[CH:4][C:3]=1[NH:10][CH2:11][CH2:12][CH2:13][CH2:14][CH2:15][CH2:16][C:17]([O:19][CH2:20][CH3:21])=[O:18].[NH:22]1[C:30](=[O:31])[C:28](=O)[C:26](=O)[NH:25][C:23]1=[O:24].[B]=O. (3) The reactants are: [F:1][C:2]([F:35])([F:34])[C:3]1[CH:4]=[C:5]([C:13]([CH3:33])([CH3:32])[C:14]([N:16]([C:18]2[CH:19]=[N:20][C:21](I)=[CH:22][C:23]=2[C:24]2[CH:29]=[CH:28][CH:27]=[CH:26][C:25]=2[CH3:30])[CH3:17])=[O:15])[CH:6]=[C:7]([C:9]([F:12])([F:11])[F:10])[CH:8]=1.C(N(CC)CC)C.C1(P(C2C=CC=CC=2)C2C=CC=CC=2)C=CC=CC=1.[CH3:62][OH:63].[C]=O.CN(C)[CH:68]=[O:69]. Given the product [CH3:62][O:63][C:68]([C:21]1[CH:22]=[C:23]([C:24]2[CH:29]=[CH:28][CH:27]=[CH:26][C:25]=2[CH3:30])[C:18]([N:16]([C:14](=[O:15])[C:13]([C:5]2[CH:4]=[C:3]([C:2]([F:35])([F:34])[F:1])[CH:8]=[C:7]([C:9]([F:12])([F:11])[F:10])[CH:6]=2)([CH3:33])[CH3:32])[CH3:17])=[CH:19][N:20]=1)=[O:69], predict the reactants needed to synthesize it. (4) Given the product [CH2:18]([N:13]1[C:12]([C:29]2[S:28][CH:32]=[CH:31][CH:30]=2)=[C:11]2[C:15]([CH2:16][CH2:17][NH:8][CH2:9][CH2:10]2)=[N:14]1)[CH3:19], predict the reactants needed to synthesize it. The reactants are: C(OC([N:8]1[CH2:17][CH2:16][C:15]2[C:11](=[C:12](OS(C(F)(F)F)(=O)=O)[N:13]([CH2:18][CH3:19])[N:14]=2)[CH2:10][CH2:9]1)=O)(C)(C)C.[S:28]1[CH:32]=[CH:31][CH:30]=[C:29]1B(O)O.